From a dataset of Catalyst prediction with 721,799 reactions and 888 catalyst types from USPTO. Predict which catalyst facilitates the given reaction. (1) Reactant: [Cl:1][C:2]1[CH:3]=[C:4]([C:10]2[O:14][N:13]=[C:12]([C:15]3[CH:23]=[CH:22][C:21]4[NH:20][C:19]5[CH:24]([CH2:27][C:28]([O:30]C)=[O:29])[CH2:25][CH2:26][C:18]=5[C:17]=4[CH:16]=3)[N:11]=2)[CH:5]=[N:6][C:7]=1[O:8][CH3:9].[Br-].[Li+].C(N(CC)CC)C.Cl. Product: [Cl:1][C:2]1[CH:3]=[C:4]([C:10]2[O:14][N:13]=[C:12]([C:15]3[CH:23]=[CH:22][C:21]4[NH:20][C:19]5[CH:24]([CH2:27][C:28]([OH:30])=[O:29])[CH2:25][CH2:26][C:18]=5[C:17]=4[CH:16]=3)[N:11]=2)[CH:5]=[N:6][C:7]=1[O:8][CH3:9]. The catalyst class is: 10. (2) Reactant: O[CH:2]1[C:10]2[C:5](=[CH:6][CH:7]=[CH:8][CH:9]=2)[C:4](=[O:11])[N:3]1[CH2:12][C:13]1[S:14][CH:15]=[CH:16][CH:17]=1.[C:18]([OH:22])(=[O:21])[CH2:19][SH:20]. Product: [O:11]=[C:4]1[C:5]2[C:10](=[CH:9][CH:8]=[CH:7][CH:6]=2)[CH:2]([S:20][CH2:19][C:18]([OH:22])=[O:21])[N:3]1[CH2:12][C:13]1[S:14][CH:15]=[CH:16][CH:17]=1. The catalyst class is: 15. (3) Reactant: N[C@@H:2]([CH2:6][CH2:7][CH2:8][CH2:9][NH:10][C:11]([O:13][CH2:14][C:15]1[CH:20]=[CH:19][CH:18]=[CH:17][CH:16]=1)=[O:12])[C:3]([OH:5])=[O:4].[Br-:21].[K+].NC(CCCCNC(OCC1C=CC=CC=1)=O)C(O)=O. Product: [CH2:14]([O:13][C:11]([NH:10][CH2:9][CH2:8][CH2:7][CH2:6][C@H:2]([Br:21])[C:3]([OH:5])=[O:4])=[O:12])[C:15]1[CH:20]=[CH:19][CH:18]=[CH:17][CH:16]=1. The catalyst class is: 201. (4) Reactant: [C:1]([C:3]1[CH:4]=[C:5]([C:13]2[S:17][C:16]([C:18]3[CH:23]=[CH:22][C:21]([O:24][CH2:25][CH2:26][CH2:27][C:28]([O:30]CC)=[O:29])=[CH:20][C:19]=3[CH2:33][CH3:34])=[N:15][N:14]=2)[CH:6]=[CH:7][C:8]=1[O:9][CH:10]([CH3:12])[CH3:11])#[N:2].[OH-].[Na+]. Product: [C:1]([C:3]1[CH:4]=[C:5]([C:13]2[S:17][C:16]([C:18]3[CH:23]=[CH:22][C:21]([O:24][CH2:25][CH2:26][CH2:27][C:28]([OH:30])=[O:29])=[CH:20][C:19]=3[CH2:33][CH3:34])=[N:15][N:14]=2)[CH:6]=[CH:7][C:8]=1[O:9][CH:10]([CH3:12])[CH3:11])#[N:2]. The catalyst class is: 252. (5) Reactant: C(O[C:6](=[O:9])[NH:7][NH2:8])(C)(C)C.[C:10](O)(=O)[CH2:11][CH2:12][CH2:13][CH2:14][CH2:15][CH2:16][CH2:17][CH2:18][CH2:19][CH2:20][CH2:21][CH2:22][CH2:23][CH2:24][CH2:25][CH2:26]C. Product: [C:6]([NH:7][NH2:8])(=[O:9])[CH2:26][CH2:25][CH2:24][CH2:23][CH2:22][CH2:21][CH2:20][CH2:19][CH2:18][CH2:17][CH2:16][CH2:15][CH2:14][CH2:13][CH2:12][CH2:11][CH3:10]. The catalyst class is: 55. (6) Reactant: [C:1]1([CH3:7])C=CC=CC=1.O.[Cl:9][C:10]1[CH:15]=[CH:14][C:13]([C:16]([C:18]2[CH:23]=[CH:22][C:21]([N+:24]([O-:26])=[O:25])=[CH:20][CH:19]=2)=[O:17])=[CH:12][CH:11]=1.C1(C)C=CC(S(O)(=O)=[O:34])=CC=1. Product: [Cl:9][C:10]1[CH:11]=[CH:12][C:13]([C:16]2([C:18]3[CH:23]=[CH:22][C:21]([N+:24]([O-:26])=[O:25])=[CH:20][CH:19]=3)[O:34][CH2:1][CH2:7][O:17]2)=[CH:14][CH:15]=1. The catalyst class is: 196.